Dataset: Full USPTO retrosynthesis dataset with 1.9M reactions from patents (1976-2016). Task: Predict the reactants needed to synthesize the given product. (1) Given the product [I:6][C:7]1[CH:15]=[C:14]2[C:13](=[CH:9][CH:8]=1)[N:12]([CH2:16][CH2:17][CH2:18][CH2:19][CH3:20])[C:11](=[O:21])[C:32]2([O:33][CH3:34])[O:35][CH3:36], predict the reactants needed to synthesize it. The reactants are: S(=O)(=O)(O)O.[I:6][C:7]1[CH:8]=[C:9]2[C:13](=[CH:14][CH:15]=1)[N:12]([CH2:16][CH2:17][CH2:18][CH2:19][CH3:20])[C:11](=[O:21])C2=O.C(=O)([O-])O.[Na+].CO.CO[CH:32]([O:35][CH3:36])[O:33][CH3:34]. (2) Given the product [C:24]1([N:20]2[CH2:21][CH2:22][N:23]([CH2:2][CH2:3][CH2:4][CH2:5][N:6]3[CH2:11][C:10](=[O:12])[N:9]4[CH2:13][CH2:14][CH2:15][CH:8]4[C:7]3=[O:16])[C@H:18]([CH3:17])[CH2:19]2)[C:33]2[C:28](=[CH:29][CH:30]=[CH:31][CH:32]=2)[CH:27]=[CH:26][CH:25]=1, predict the reactants needed to synthesize it. The reactants are: Br[CH2:2][CH2:3][CH2:4][CH2:5][N:6]1[CH2:11][C:10](=[O:12])[N:9]2[CH2:13][CH2:14][CH2:15][CH:8]2[C:7]1=[O:16].[CH3:17][C@H:18]1[NH:23][CH2:22][CH2:21][N:20]([C:24]2[C:33]3[C:28](=[CH:29][CH:30]=[CH:31][CH:32]=3)[CH:27]=[CH:26][CH:25]=2)[CH2:19]1. (3) Given the product [C:42]([O:46][C:47](=[O:52])[NH:48][CH2:49][CH2:50][NH:51][C:20]([NH:15][C:14]1[CH:16]=[CH:17][C:11]([CH2:10][C:3]2[C:4]3[C:9](=[CH:8][CH:7]=[CH:6][CH:5]=3)[NH:1][CH:2]=2)=[C:12]([CH2:18][CH3:19])[CH:13]=1)=[O:21])([CH3:45])([CH3:43])[CH3:44], predict the reactants needed to synthesize it. The reactants are: [NH:1]1[C:9]2[C:4](=[CH:5][CH:6]=[CH:7][CH:8]=2)[C:3]([CH2:10][C:11]2[CH:17]=[CH:16][C:14]([NH2:15])=[CH:13][C:12]=2[CH2:18][CH3:19])=[CH:2]1.[C:20](Cl)(=O)[O:21]C1C=CC([N+]([O-])=O)=CC=1.C(N(C(C)C)CC)(C)C.[C:42]([O:46][C:47](=[O:52])[NH:48][CH2:49][CH2:50][NH2:51])([CH3:45])([CH3:44])[CH3:43]. (4) Given the product [C:4]([C:3]1[NH:11][CH:9]=[N:17][CH:2]=1)([CH3:7])([CH3:6])[CH3:5], predict the reactants needed to synthesize it. The reactants are: Br[CH2:2][C:3](=O)[C:4]([CH3:7])([CH3:6])[CH3:5].[CH:9]([NH2:11])=O.C(Cl)Cl.CO.[NH4+:17].[OH-]. (5) Given the product [C:17]([O:20][C:21]([NH:23][CH2:24][C:25]([N:1]1[CH2:2][CH2:3][CH:4]([CH:7]([CH2:11][S:12][C:13](=[O:15])[CH3:14])[C:8]([OH:10])=[O:9])[CH2:5][CH2:6]1)=[O:26])=[O:22])([CH3:19])([CH3:18])[CH3:16], predict the reactants needed to synthesize it. The reactants are: [NH:1]1[CH2:6][CH2:5][CH:4]([CH:7]([CH2:11][S:12][C:13](=[O:15])[CH3:14])[C:8]([OH:10])=[O:9])[CH2:3][CH2:2]1.[CH3:16][C:17]([O:20][C:21]([NH:23][CH2:24][C:25](ON1C(=O)CCC1=O)=[O:26])=[O:22])([CH3:19])[CH3:18]. (6) Given the product [OH:41][CH:2]([CH2:27][OH:30])[CH2:1][C:4]1[CH:25]=[CH:24][C:7]([NH:8][C:9]2[C:21]([F:22])=[C:20]([F:23])[CH:19]=[CH:18][C:10]=2[C:11]([NH:13][O:14][CH2:15][CH2:16][OH:17])=[O:12])=[C:6]([F:26])[CH:5]=1, predict the reactants needed to synthesize it. The reactants are: [CH2:1]([C:4]1[CH:25]=[CH:24][C:7]([NH:8][C:9]2[C:21]([F:22])=[C:20]([F:23])[CH:19]=[CH:18][C:10]=2[C:11]([NH:13][O:14][CH2:15][CH2:16][OH:17])=[O:12])=[C:6]([F:26])[CH:5]=1)[CH:2]=C.[C:27]([O-:30])([O-])=O.[K+].[K+].N12CCN(CC1)CC2.[O-:41]S(S([O-])=O)=O.[Na+].[Na+].